This data is from Reaction yield outcomes from USPTO patents with 853,638 reactions. The task is: Predict the reaction yield, written as a fraction of the theoretical maximum amount of product (1.0 means a 100% yield; for example, 0.34 means a 34% yield). (1) The reactants are C(O[C:4](=[O:15])[CH:5]([CH3:14])[C:6](=[O:13])[CH2:7][C:8]([O:10][CH2:11][CH3:12])=[O:9])C.C(OC(O[CH2:22][CH3:23])=C)C.[CH3:24][NH2:25]. The catalyst is C(OCC)C.C[O-].[Na+]. The product is [CH2:11]([O:10][C:8]([C:7]1[C:6]([OH:13])=[C:5]([CH3:14])[C:4](=[O:15])[N:25]([CH3:24])[C:22]=1[CH3:23])=[O:9])[CH3:12]. The yield is 0.340. (2) The reactants are [OH:1][CH2:2][CH2:3][N:4]([CH3:16])[C:5]([NH:7][C:8]1[CH:13]=[CH:12][C:11]([CH2:14][OH:15])=[CH:10][CH:9]=1)=[O:6]. The catalyst is C(Cl)Cl.[O-2].[Mn+4].[O-2]. The product is [CH:14]([C:11]1[CH:12]=[CH:13][C:8]([NH:7][C:5](=[O:6])[N:4]([CH2:3][CH2:2][OH:1])[CH3:16])=[CH:9][CH:10]=1)=[O:15]. The yield is 0.490. (3) The reactants are FC(F)(F)C(O)=O.[O:8]=[C:9]1[CH:18]([CH:19]2[CH2:24][CH2:23][N:22](C(OC(C)(C)C)=O)[CH2:21][CH2:20]2)[CH2:17][C:16]2[C:11](=[CH:12][CH:13]=[CH:14][CH:15]=2)[NH:10]1. The catalyst is ClCCl. The product is [NH:22]1[CH2:21][CH2:20][CH:19]([CH:18]2[CH2:17][C:16]3[C:11](=[CH:12][CH:13]=[CH:14][CH:15]=3)[NH:10][C:9]2=[O:8])[CH2:24][CH2:23]1. The yield is 1.00. (4) The reactants are [CH2:1]([O:3][C:4](=[O:43])[CH2:5][CH2:6][CH2:7][O:8][C:9]1[CH:14]=[CH:13][C:12]([NH:15][C:16]2[C:21]([N+:22]([O-])=O)=[CH:20][N:19]=[C:18]([NH:25][C:26]3[CH:31]=[CH:30][C:29]([CH2:32][CH2:33][CH2:34][NH:35][C:36]([O:38][C:39]([CH3:42])([CH3:41])[CH3:40])=[O:37])=[CH:28][CH:27]=3)[N:17]=2)=[CH:11][CH:10]=1)[CH3:2]. The catalyst is CO.[Pd]. The product is [CH2:1]([O:3][C:4](=[O:43])[CH2:5][CH2:6][CH2:7][O:8][C:9]1[CH:10]=[CH:11][C:12]([NH:15][C:16]2[C:21]([NH2:22])=[CH:20][N:19]=[C:18]([NH:25][C:26]3[CH:27]=[CH:28][C:29]([CH2:32][CH2:33][CH2:34][NH:35][C:36]([O:38][C:39]([CH3:42])([CH3:41])[CH3:40])=[O:37])=[CH:30][CH:31]=3)[N:17]=2)=[CH:13][CH:14]=1)[CH3:2]. The yield is 0.780.